This data is from Full USPTO retrosynthesis dataset with 1.9M reactions from patents (1976-2016). The task is: Predict the reactants needed to synthesize the given product. (1) Given the product [OH:31][CH2:32][CH:33]1[CH2:38][CH2:37][CH:36]([N:8]2[CH2:9][CH:10]([NH:12][C:13](=[O:30])[CH2:14][NH:15][C:16]3[C:24]4[C:19](=[CH:20][CH:21]=[C:22]([C:25]([F:27])([F:26])[F:28])[CH:23]=4)[N:18]([CH3:29])[N:17]=3)[CH2:11]2)[CH2:35][CH2:34]1, predict the reactants needed to synthesize it. The reactants are: OC(C(F)(F)F)=O.[NH:8]1[CH2:11][CH:10]([NH:12][C:13](=[O:30])[CH2:14][NH:15][C:16]2[C:24]3[C:19](=[CH:20][CH:21]=[C:22]([C:25]([F:28])([F:27])[F:26])[CH:23]=3)[N:18]([CH3:29])[N:17]=2)[CH2:9]1.[OH:31][CH2:32][CH:33]1[CH2:38][CH2:37][C:36](=O)[CH2:35][CH2:34]1. (2) Given the product [CH3:22][O:21][C:19]([C:17]1[CH:16]=[C:15]([C:12]2[CH:13]=[CH:14][C:9]([O:8][CH2:1][C:2]3[CH:7]=[CH:6][CH:5]=[CH:4][CH:3]=3)=[CH:10][CH:11]=2)[O:23][N:27]=1)=[O:20], predict the reactants needed to synthesize it. The reactants are: [CH2:1]([O:8][C:9]1[CH:14]=[CH:13][C:12]([C:15](=[O:23])[CH:16]=[C:17]([C:19]([O:21][CH3:22])=[O:20])[O-])=[CH:11][CH:10]=1)[C:2]1[CH:7]=[CH:6][CH:5]=[CH:4][CH:3]=1.[Na+].[Cl-].O[NH3+:27].CO. (3) Given the product [Br:9][C:7]1[CH:8]=[C:4]2[C:1]([CH3:2])=[N:18][C:11]([CH3:12])=[CH:10][N:5]2[CH:6]=1, predict the reactants needed to synthesize it. The reactants are: [C:1]([C:4]1[N:5]([CH2:10][C:11](=O)[CH3:12])[CH:6]=[C:7]([Br:9])[CH:8]=1)(=O)[CH3:2].C([O-])(=O)C.[NH4+:18]. (4) Given the product [F:1][C:2]1[CH:9]=[C:8]([N:10]2[C:14]([CH3:15])=[C:13](/[CH:24]=[CH:23]/[C:22]3[CH:25]=[CH:26][C:19]([F:18])=[CH:20][CH:21]=3)[C:12]([CH3:17])=[N:11]2)[CH:7]=[CH:6][C:3]=1[C:4]#[N:5], predict the reactants needed to synthesize it. The reactants are: [F:1][C:2]1[CH:9]=[C:8]([N:10]2[C:14]([CH3:15])=[C:13](I)[C:12]([CH3:17])=[N:11]2)[CH:7]=[CH:6][C:3]=1[C:4]#[N:5].[F:18][C:19]1[CH:26]=[CH:25][C:22]([CH:23]=[CH2:24])=[CH:21][CH:20]=1.